The task is: Predict the product of the given reaction.. This data is from Forward reaction prediction with 1.9M reactions from USPTO patents (1976-2016). (1) Given the reactants [Cl:1][C:2]1[S:31][C:5]2[NH:6][C:7]([C:9]([NH:11][C@@H:12]3[CH2:20][C:19]4[C:14](=[CH:15][CH:16]=[CH:17][CH:18]=4)[C@H:13]3[CH2:21][O:22][CH2:23][C:24]([O:26]C(C)(C)C)=[O:25])=[O:10])=[CH:8][C:4]=2[CH:3]=1.FC(F)(F)C(O)=O, predict the reaction product. The product is: [Cl:1][C:2]1[S:31][C:5]2[NH:6][C:7]([C:9]([NH:11][C@@H:12]3[CH2:20][C:19]4[C:14](=[CH:15][CH:16]=[CH:17][CH:18]=4)[C@H:13]3[CH2:21][O:22][CH2:23][C:24]([OH:26])=[O:25])=[O:10])=[CH:8][C:4]=2[CH:3]=1. (2) Given the reactants [F:1][C:2]1[CH:7]=[CH:6][C:5]([S:8](Cl)(=[O:10])=[O:9])=[CH:4][CH:3]=1.[CH2:12]([N:14](CC)[CH2:15]C)C.CNC, predict the reaction product. The product is: [F:1][C:2]1[CH:7]=[CH:6][C:5]([S:8]([N:14]([CH3:15])[CH3:12])(=[O:10])=[O:9])=[CH:4][CH:3]=1.